From a dataset of Peptide-MHC class I binding affinity with 185,985 pairs from IEDB/IMGT. Regression. Given a peptide amino acid sequence and an MHC pseudo amino acid sequence, predict their binding affinity value. This is MHC class I binding data. (1) The peptide sequence is FTAKINEMV. The MHC is HLA-A02:06 with pseudo-sequence HLA-A02:06. The binding affinity (normalized) is 0.589. (2) The peptide sequence is KIRLGFHWK. The MHC is HLA-B07:02 with pseudo-sequence HLA-B07:02. The binding affinity (normalized) is 0.0847. (3) The peptide sequence is NVVSSSTIAT. The MHC is HLA-A02:01 with pseudo-sequence HLA-A02:01. The binding affinity (normalized) is 0. (4) The peptide sequence is GQWDGWVWL. The MHC is HLA-B40:01 with pseudo-sequence HLA-B40:01. The binding affinity (normalized) is 0.441. (5) The peptide sequence is ELIDNEFTEV. The MHC is HLA-A24:02 with pseudo-sequence HLA-A24:02. The binding affinity (normalized) is 0. (6) The peptide sequence is DPNPQEVVL. The MHC is HLA-B15:01 with pseudo-sequence HLA-B15:01. The binding affinity (normalized) is 0.0534. (7) The peptide sequence is RLQLIMPAR. The MHC is HLA-A02:06 with pseudo-sequence HLA-A02:06. The binding affinity (normalized) is 0. (8) The peptide sequence is GITIQYNL. The MHC is H-2-Kb with pseudo-sequence H-2-Kb. The binding affinity (normalized) is 0.232. (9) The peptide sequence is WTVNDIQKL. The MHC is HLA-B58:01 with pseudo-sequence HLA-B58:01. The binding affinity (normalized) is 0.154.